This data is from Forward reaction prediction with 1.9M reactions from USPTO patents (1976-2016). The task is: Predict the product of the given reaction. (1) Given the reactants BrC1C=C2C(C=CC([C:12]3[C:13]4[C:18]([C:19]5[CH:20]=[CH:21][CH:22]=[CH:23][C:24]=5[CH:25]=3)=[CH:17][CH:16]=[CH:15][CH:14]=4)=C2)=CC=1.[CH2:26]([Li])[CH2:27][CH2:28][CH3:29].[B:31](OC(C)C)([O:36]C(C)C)[O:32]C(C)C.Cl.[CH3:45][CH2:46][CH2:47][CH2:48][CH2:49][CH3:50], predict the reaction product. The product is: [CH:23]1[C:24]2[CH:25]=[C:12]([C:47]3[CH:46]=[CH:45][C:29]4[C:49](=[CH:50][C:26]([B:31]([OH:36])[OH:32])=[CH:27][CH:28]=4)[CH:48]=3)[C:13]3[C:18](=[CH:17][CH:16]=[CH:15][CH:14]=3)[C:19]=2[CH:20]=[CH:21][CH:22]=1. (2) Given the reactants [Cl:1][C:2]1[C:3]([O:9][C:10]2[CH:17]=[C:16]([O:18][CH2:19][CH2:20][CH2:21][O:22][CH3:23])[CH:15]=[CH:14][C:11]=2[CH:12]=O)=[N:4][CH:5]=[C:6]([Cl:8])[CH:7]=1.[CH3:24][CH:25](C(O)=O)[C:26]([OH:28])=[O:27].N1CCCC1.Cl, predict the reaction product. The product is: [Cl:1][C:2]1[C:3]([O:9][C:10]2[CH:17]=[C:16]([O:18][CH2:19][CH2:20][CH2:21][O:22][CH3:23])[CH:15]=[CH:14][C:11]=2/[CH:12]=[C:25](\[CH3:24])/[C:26]([OH:28])=[O:27])=[N:4][CH:5]=[C:6]([Cl:8])[CH:7]=1.